From a dataset of Catalyst prediction with 721,799 reactions and 888 catalyst types from USPTO. Predict which catalyst facilitates the given reaction. (1) Reactant: [C:1](#[N:3])[CH3:2].[C:4](=[O:6])=O.[CH2:7]([OH:9])[CH3:8].[CH2:10]([Li])[CH2:11][CH2:12][CH3:13]. Product: [OH:9][C:7]1([CH2:2][C:1]#[N:3])[C:10]2[C:11](=[CH:10][CH:11]=[C:12]([O:6][CH3:4])[CH:13]=2)[CH2:12][CH2:13][CH2:8]1. The catalyst class is: 323. (2) Reactant: [F:1][C:2]1[C:7]([F:8])=[CH:6][CH:5]=[CH:4][C:3]=1[C:9]1[N:17]=[C:12]2[CH:13]=[N:14][NH:15][CH:16]=[C:11]2[N:10]=1.C([O-])([O-])=O.[K+].[K+].Br[CH:25]([C:31]1[O:35][N:34]=[C:33]([C:36]2[CH:41]=[CH:40][C:39]([O:42][CH2:43][CH2:44][CH3:45])=[CH:38][C:37]=2[C:46]([F:49])([F:48])[F:47])[CH:32]=1)[C:26]([O:28][CH2:29][CH3:30])=[O:27]. Product: [F:1][C:2]1[C:7]([F:8])=[CH:6][CH:5]=[CH:4][C:3]=1[C:9]1[N:17]=[C:12]2[CH:13]=[N:14][N:15]([CH:25]([C:31]3[O:35][N:34]=[C:33]([C:36]4[CH:41]=[CH:40][C:39]([O:42][CH2:43][CH2:44][CH3:45])=[CH:38][C:37]=4[C:46]([F:48])([F:49])[F:47])[CH:32]=3)[C:26]([O:28][CH2:29][CH3:30])=[O:27])[CH:16]=[C:11]2[N:10]=1. The catalyst class is: 31. (3) Reactant: [N:1]1[CH:6]=[CH:5][C:4]([C:7]2[CH:16]=[CH:15][C:10]([C:11]([O:13]C)=[O:12])=[CH:9][CH:8]=2)=[CH:3][CH:2]=1.[OH-].[Li+]. Product: [N:1]1[CH:6]=[CH:5][C:4]([C:7]2[CH:16]=[CH:15][C:10]([C:11]([OH:13])=[O:12])=[CH:9][CH:8]=2)=[CH:3][CH:2]=1. The catalyst class is: 12. (4) Reactant: [Cl:1][C:2]1[N:11]=[C:10]([NH:12][CH2:13][CH:14]([C:21]2[CH:26]=[CH:25][CH:24]=[CH:23][CH:22]=2)[C:15]2[CH:20]=[CH:19][CH:18]=[CH:17][CH:16]=2)[C:9]2[C:4](=[CH:5][C:6]([F:27])=[CH:7][CH:8]=2)[N:3]=1.[N:28]1[CH:29]=[CH:30][N:31]2[CH:36]=[C:35](B(O)O)[CH:34]=[CH:33][C:32]=12.N1C=CN2C=C(C3N=C(NCC(C4C=CC=CC=4)N4CCCCC4)C4C(=CC=CC=4)N=3)C=NC=12. Product: [ClH:1].[C:15]1([CH:14]([C:21]2[CH:26]=[CH:25][CH:24]=[CH:23][CH:22]=2)[CH2:13][NH:12][C:10]2[C:9]3[C:4](=[CH:5][C:6]([F:27])=[CH:7][CH:8]=3)[N:3]=[C:2]([C:35]3[CH:34]=[CH:33][C:32]4[N:31]([CH:30]=[CH:29][N:28]=4)[CH:36]=3)[N:11]=2)[CH:20]=[CH:19][CH:18]=[CH:17][CH:16]=1. The catalyst class is: 147. (5) Reactant: [Si]([O:18][CH2:19][C:20]1[N:21]=[C:22]([C:28](=[O:30])[CH3:29])[N:23]([CH2:25][CH:26]=[CH2:27])[CH:24]=1)(C(C)(C)C)(C1C=CC=CC=1)C1C=CC=CC=1.CCCC[N+](CCCC)(CCCC)CCCC.[F-]. Product: [OH:18][CH2:19][C:20]1[N:21]=[C:22]([C:28](=[O:30])[CH3:29])[N:23]([CH2:25][CH:26]=[CH2:27])[CH:24]=1. The catalyst class is: 1. (6) Reactant: [H-].[Na+].Cl[C:4]1[CH:9]=[CH:8][C:7]([N+:10]([O-:12])=[O:11])=[CH:6][N:5]=1.[CH3:13][N:14]([CH3:18])[CH2:15][CH2:16][OH:17]. Product: [N+:10]([C:7]1[CH:8]=[CH:9][C:4]([O:17][CH2:16][CH2:15][N:14]([CH3:18])[CH3:13])=[N:5][CH:6]=1)([O-:12])=[O:11]. The catalyst class is: 7. (7) Reactant: [CH3:1][N:2]([S:27]([C:30]1[S:31][CH:32]=[CH:33][CH:34]=1)(=[O:29])=[O:28])[C:3]1[CH:4]=[CH:5][CH:6]=[C:7]2[C:11]=1[NH:10][C:9]([C:12]1[S:13][C:14]3([CH2:21][CH2:20][N:19]([CH2:22]C(OC)=O)[CH2:18][CH2:17]3)[CH2:15][N:16]=1)=[CH:8]2.[CH3:35][Li].C([O:39][CH2:40][CH3:41])C.[Cl-].[NH4+]. Product: [OH:39][C:40]([CH3:41])([CH3:35])[CH2:22][N:19]1[CH2:20][CH2:21][C:14]2([S:13][C:12]([C:9]3[NH:10][C:11]4[C:7]([CH:8]=3)=[CH:6][CH:5]=[CH:4][C:3]=4[N:2]([CH3:1])[S:27]([C:30]3[S:31][CH:32]=[CH:33][CH:34]=3)(=[O:29])=[O:28])=[N:16][CH2:15]2)[CH2:17][CH2:18]1. The catalyst class is: 7. (8) Reactant: [Cl:1][C:2]1[CH:3]=[C:4]([NH:17][C:18]2[C:27]3[CH2:26][C:25](=[N:28][O:29][CH2:30][CH2:31][CH2:32][CH2:33][N:34]([CH2:41][CH2:42][S:43]([CH3:46])(=[O:45])=[O:44])C(=O)C(F)(F)F)[CH:24]=[CH:23][C:22]=3[N:21]=[CH:20][N:19]=2)[CH:5]=[CH:6][C:7]=1[O:8][CH2:9][C:10]1[CH:15]=[CH:14][CH:13]=[C:12]([F:16])[CH:11]=1.[OH-].[Na+]. Product: [Cl:1][C:2]1[CH:3]=[C:4]([NH:17][C:18]2[C:27]3[CH2:26][C:25](=[N:28][O:29][CH2:30][CH2:31][CH2:32][CH2:33][NH:34][CH2:41][CH2:42][S:43]([CH3:46])(=[O:44])=[O:45])[CH:24]=[CH:23][C:22]=3[N:21]=[CH:20][N:19]=2)[CH:5]=[CH:6][C:7]=1[O:8][CH2:9][C:10]1[CH:15]=[CH:14][CH:13]=[C:12]([F:16])[CH:11]=1. The catalyst class is: 83.